From a dataset of Forward reaction prediction with 1.9M reactions from USPTO patents (1976-2016). Predict the product of the given reaction. Given the reactants [Si:1]([O:8][CH:9]([C:12]1[CH:17]=[CH:16][CH:15]=[C:14]([Cl:18])[CH:13]=1)[CH:10]=O)([C:4]([CH3:7])([CH3:6])[CH3:5])([CH3:3])[CH3:2].[CH3:19][C:20]([S:23]([NH2:25])=[O:24])([CH3:22])[CH3:21], predict the reaction product. The product is: [Si:1]([O:8][CH:9]([C:12]1[CH:17]=[CH:16][CH:15]=[C:14]([Cl:18])[CH:13]=1)/[CH:10]=[N:25]/[S:23]([C:20]([CH3:22])([CH3:21])[CH3:19])=[O:24])([C:4]([CH3:7])([CH3:6])[CH3:5])([CH3:3])[CH3:2].